The task is: Predict the reactants needed to synthesize the given product.. This data is from Full USPTO retrosynthesis dataset with 1.9M reactions from patents (1976-2016). Given the product [CH2:1]([CH:8]1[CH2:13][CH2:12][N:11]([C:14]2[C:19]([Br:20])=[C:18]([CH3:21])[N:17]=[C:16]([CH3:22])[C:15]=2[C@H:23]([O:30][C:2]([CH3:7])([CH3:3])[CH3:1])[C:24]([O:26][CH:27]([CH3:28])[CH3:29])=[O:25])[CH2:10][CH2:9]1)[C:2]1[CH:7]=[CH:6][CH:5]=[CH:4][CH:3]=1, predict the reactants needed to synthesize it. The reactants are: [CH2:1]([CH:8]1[CH2:13][CH2:12][N:11]([C:14]2[C:19]([Br:20])=[C:18]([CH3:21])[N:17]=[C:16]([CH3:22])[C:15]=2[C@H:23]([OH:30])[C:24]([O:26][CH:27]([CH3:29])[CH3:28])=[O:25])[CH2:10][CH2:9]1)[C:2]1[CH:7]=[CH:6][CH:5]=[CH:4][CH:3]=1.